Dataset: Reaction yield outcomes from USPTO patents with 853,638 reactions. Task: Predict the reaction yield, written as a fraction of the theoretical maximum amount of product (1.0 means a 100% yield; for example, 0.34 means a 34% yield). (1) The reactants are CCCC[N+](CCCC)(CCCC)CCCC.[F-].[F:19][C:20]1[C:25]([F:26])=[CH:24][CH:23]=[CH:22][C:21]=1[C@@H:27]1[CH2:38][CH2:37][C@@H:36]([O:39][Si](C(C)C)(C(C)C)C(C)C)[C:30]2=[N+:31]([O-:35])[CH:32]=[CH:33][CH:34]=[C:29]2[CH2:28]1. The catalyst is C1COCC1. The product is [F:19][C:20]1[C:25]([F:26])=[CH:24][CH:23]=[CH:22][C:21]=1[C@@H:27]1[CH2:38][CH2:37][C@@H:36]([OH:39])[C:30]2=[N+:31]([O-:35])[CH:32]=[CH:33][CH:34]=[C:29]2[CH2:28]1. The yield is 0.750. (2) The reactants are [Br:1][C:2]1[CH:21]=[CH:20][C:5]([O:6][C:7]2[C:8]3[CH:17]=[CH:16][C:15]([O:18][CH3:19])=[CH:14][C:9]=3[S:10](=O)(=O)[CH:11]=2)=[CH:4][CH:3]=1.CC(C[AlH]CC(C)C)C.O.C(C(C(C([O-])=O)O)O)([O-])=O.[Na+].[K+]. The catalyst is C1COCC1.CCOC(C)=O. The product is [Br:1][C:2]1[CH:21]=[CH:20][C:5]([O:6][C:7]2[C:8]3[CH:17]=[CH:16][C:15]([O:18][CH3:19])=[CH:14][C:9]=3[S:10][CH:11]=2)=[CH:4][CH:3]=1. The yield is 0.840. (3) The reactants are [Cl:1][C:2]1[CH:7]=[CH:6][C:5]([S:8]([N:11]([C:15]2[C:16]([C:22](=[O:33])[C:23]3[CH:28]=[C:27]([N+:29]([O-:31])=[O:30])[CH:26]=[CH:25][C:24]=3[Cl:32])=[N:17][CH:18]=[C:19]([CH3:21])[CH:20]=2)COC)(=[O:10])=[O:9])=[CH:4][C:3]=1[C:34]([F:37])([F:36])[F:35].O. The catalyst is Cl.O1CCOCC1. The product is [Cl:1][C:2]1[CH:7]=[CH:6][C:5]([S:8]([NH:11][C:15]2[C:16]([C:22](=[O:33])[C:23]3[CH:28]=[C:27]([N+:29]([O-:31])=[O:30])[CH:26]=[CH:25][C:24]=3[Cl:32])=[N:17][CH:18]=[C:19]([CH3:21])[CH:20]=2)(=[O:9])=[O:10])=[CH:4][C:3]=1[C:34]([F:37])([F:35])[F:36]. The yield is 0.640. (4) The reactants are [CH2:1]([O:5][C:6]1[CH:7]=[C:8]([CH:12]([C:26]([O:28][C:29]([CH3:32])([CH3:31])[CH3:30])=[O:27])[CH2:13][NH:14][CH:15]([CH2:21][O:22]C(=O)C)[C:16]([N:18]([CH3:20])[CH3:19])=[O:17])[CH:9]=[CH:10][CH:11]=1)[CH2:2][CH2:3][CH3:4]. The catalyst is [NH4+].[OH-].CO. The product is [CH2:1]([O:5][C:6]1[CH:7]=[C:8]([CH:12]([C:26]([O:28][C:29]([CH3:30])([CH3:32])[CH3:31])=[O:27])[CH2:13][NH:14][CH:15]([CH2:21][OH:22])[C:16]([N:18]([CH3:19])[CH3:20])=[O:17])[CH:9]=[CH:10][CH:11]=1)[CH2:2][CH2:3][CH3:4]. The yield is 0.660.